The task is: Predict which catalyst facilitates the given reaction.. This data is from Catalyst prediction with 721,799 reactions and 888 catalyst types from USPTO. (1) Reactant: [C:1]1([CH2:7][N:8]2[CH2:13][CH2:12][N:11]([C:14]3[CH:22]=[CH:21][C:17]([C:18](O)=[O:19])=[CH:16][CH:15]=3)[CH2:10][CH2:9]2)[CH:6]=[CH:5][CH:4]=[CH:3][CH:2]=1.[O:23]1[CH2:28][CH2:27][CH2:26][CH2:25][CH:24]1[O:29][NH2:30].ON1C2C=CC=CC=2N=N1. Product: [C:1]1([CH2:7][N:8]2[CH2:9][CH2:10][N:11]([C:14]3[CH:15]=[CH:16][C:17]([C:18]([NH:30][O:29][CH:24]4[CH2:25][CH2:26][CH2:27][CH2:28][O:23]4)=[O:19])=[CH:21][CH:22]=3)[CH2:12][CH2:13]2)[CH:2]=[CH:3][CH:4]=[CH:5][CH:6]=1. The catalyst class is: 2. (2) Reactant: [H-].[Na+].[CH3:3][S:4]([NH2:7])(=[O:6])=[O:5].[CH3:8][C:9]1([CH3:35])[CH2:18][C:17]2[C:12](=[CH:13][CH:14]=[C:15]([C:19](O)=[O:20])[CH:16]=2)[NH:11][CH:10]1[C:22]1[CH:27]=[CH:26][CH:25]=[C:24]([N:28]2[CH2:33][CH2:32][N:31]([CH3:34])[CH2:30][CH2:29]2)[CH:23]=1.C(N1C=CN=C1)(N1C=CN=C1)=O. Product: [CH3:8][C:9]1([CH3:35])[CH2:18][C:17]2[C:12](=[CH:13][CH:14]=[C:15]([C:19]([NH:7][S:4]([CH3:3])(=[O:6])=[O:5])=[O:20])[CH:16]=2)[NH:11][CH:10]1[C:22]1[CH:27]=[CH:26][CH:25]=[C:24]([N:28]2[CH2:33][CH2:32][N:31]([CH3:34])[CH2:30][CH2:29]2)[CH:23]=1. The catalyst class is: 9. (3) Reactant: [CH3:1][O:2][C:3](=[O:16])[CH2:4][CH2:5][C:6]1[C:14]2[C:9](=[CH:10][CH:11]=[CH:12][CH:13]=2)[N:8]([CH3:15])[CH:7]=1.[CH:17](OC)=[O:18].CC(C)([O-])C.[K+]. Product: [OH:18]/[CH:17]=[C:4](/[CH2:5][C:6]1[C:14]2[C:9](=[CH:10][CH:11]=[CH:12][CH:13]=2)[N:8]([CH3:15])[CH:7]=1)\[C:3]([O:2][CH3:1])=[O:16]. The catalyst class is: 1. (4) Reactant: [N+:1]([C:4]1[CH:5]=[CH:6][C:7]([C:10]([N:12]2[CH2:17][CH2:16][CH2:15][CH2:14][CH2:13]2)=[O:11])=[N:8][CH:9]=1)([O-])=O.[H][H]. Product: [N:12]1([C:10]([C:7]2[N:8]=[CH:9][C:4]([NH2:1])=[CH:5][CH:6]=2)=[O:11])[CH2:17][CH2:16][CH2:15][CH2:14][CH2:13]1. The catalyst class is: 331. (5) Reactant: [N:1]1[CH:6]=[CH:5][C:4]([N:7]2[CH2:12][CH2:11][CH:10]([CH2:13][N:14]3[CH2:19][CH2:18][NH:17][CH2:16][C:15]3=[O:20])[CH2:9][CH2:8]2)=[CH:3][CH:2]=1.C(=O)(O)[O-].[Na+].C(OCC)(=O)C.[I:32][C:33]1[CH:38]=[CH:37][C:36]([S:39](Cl)(=[O:41])=[O:40])=[CH:35][CH:34]=1. Product: [I:32][C:33]1[CH:38]=[CH:37][C:36]([S:39]([N:17]2[CH2:18][CH2:19][N:14]([CH2:13][CH:10]3[CH2:11][CH2:12][N:7]([C:4]4[CH:5]=[CH:6][N:1]=[CH:2][CH:3]=4)[CH2:8][CH2:9]3)[C:15](=[O:20])[CH2:16]2)(=[O:41])=[O:40])=[CH:35][CH:34]=1. The catalyst class is: 1. (6) Product: [CH2:1]([O:3][C:4](=[O:17])[CH2:5][CH2:6][C:7]([C:9]1[CH:10]=[CH:11][C:12]([OH:15])=[CH:13][CH:14]=1)=[O:8])[CH3:2]. The catalyst class is: 201. Reactant: [CH2:1]([O:3][C:4](=[O:17])[CH2:5][CH2:6][C:7]([C:9]1[CH:14]=[CH:13][C:12]([O:15]C)=[CH:11][CH:10]=1)=[O:8])[CH3:2]. (7) Reactant: [Cl:1][C:2]1[CH:3]=[C:4]([NH:16][C:17]2[C:26]3[C:21](=[CH:22][C:23](F)=[C:24]([N+:27]([O-:29])=[O:28])[CH:25]=3)[N:20]=[CH:19][N:18]=2)[CH:5]=[CH:6][C:7]=1[O:8][CH2:9][C:10]1[CH:15]=[CH:14][CH:13]=[CH:12][N:11]=1.[CH3:31][O-:32].[Na+].O. Product: [Cl:1][C:2]1[CH:3]=[C:4]([NH:16][C:17]2[C:26]3[C:21](=[CH:22][C:23]([O:32][CH3:31])=[C:24]([N+:27]([O-:29])=[O:28])[CH:25]=3)[N:20]=[CH:19][N:18]=2)[CH:5]=[CH:6][C:7]=1[O:8][CH2:9][C:10]1[CH:15]=[CH:14][CH:13]=[CH:12][N:11]=1. The catalyst class is: 5.